Binary Classification. Given a miRNA mature sequence and a target amino acid sequence, predict their likelihood of interaction. From a dataset of Experimentally validated miRNA-target interactions with 360,000+ pairs, plus equal number of negative samples. (1) The miRNA is hsa-miR-4695-3p with sequence UGAUCUCACCGCUGCCUCCUUC. The protein sequence of the target gene is MLASPEPKGLVPFTKESFELIKQHIAKTHNEDHEEEDLKPTPDLEVGKKLPFIYGNLSQGMVSEPLEDVDPYYYKKKNTFIVLNKNRTIFRFNAASILCTLSPFNCIRRTTIKVLVHPFFQLFILISVLIDCVFMSLTNLPKWRPVLENTLLGIYTFEILVKLFARGVWAGSFSFLGDPWNWLDFSVTVFEVIIRYSPLDFIPTLQTARTLRILKIIPLNQGLKSLVGVLIHCLKQLIGVIILTLFFLSIFSLIGMGLFMGNLKHKCFRWPQENENETLHNRTGNPYYIRETENFYYLEG.... Result: 1 (interaction). (2) The protein sequence of the target gene is MEAPAAGLFLLLLLGTWAPAPGSASSEAPPLINEDVKRTVDLSSHLAKVTAEVVLAHLGGGSTSRATSFLLALEPELEARLAHLGVQVKGEDEEENNLEVRETKIKGKSGRFFTVKLPVALDPGAKISVIVETVYTHVLHPYPTQITQSEKQFVVFEGNHYFYSPYPTKTQTMRVKLASRNVESYTKLGNPTRSEDLLDYGPFRDVPAYSQDTFKVHYENNSPFLTITSMTRVIEVSHWGNIAVEENVDLKHTGAVLKGPFSRYDYQRQPDSGISSIRSFKTILPAAAQDVYYRDEIGNV.... Result: 0 (no interaction). The miRNA is hsa-miR-181d-3p with sequence CCACCGGGGGAUGAAUGUCAC. (3) The miRNA is hsa-miR-7854-3p with sequence UGAGGUGACCGCAGAUGGGAA. The protein sequence of the target gene is MSCESSMVLGYWDIRGLAHAIRLLLEFTDTSYEEKRYTCGEAPDYDRSQWLDVKFKLDLDFPNLPYLLDGKNKITQSNAILRYIARKHNMCGETEEEKIRVDIIENQVMDFRTQLIRLCYSSDHEKLKPQYLEELPGQLKQFSMFLGKFSWFAGEKLTFVDFLTYDILDQNRIFDPKCLDEFPNLKAFMCRFEALEKIAAYLQSDQFCKMPINNKMAQWGNKPVC. Result: 0 (no interaction). (4) The protein sequence of the target gene is MEPATAPRPDMAPELTPEEEQATKQFLEEINKWTVQYNVSPLSWNVAVKFLMARKFDVLRAIELFHSYRETRRKEGIVKLKPHEEPLRSEILSGKFTILNVRDPTGASIALFTARLHHPHKSVQHVVLQALFYLLDRAVDSFETQRNGLVFIYDMCGSNYANFELDLGKKVLNLLKGAFPARLKKVLIVGAPIWFRVPYSIISLLLKDKVRERIQILKTSEVTQHLPRECLPENLGGYVKIDLATWNFQFLPQVNGHPDPFDEIILFSLPPALDWDSVHVPGPHAMTIQELVDYVNARQK.... The miRNA is hsa-miR-27a-5p with sequence AGGGCUUAGCUGCUUGUGAGCA. Result: 0 (no interaction). (5) The miRNA is hsa-miR-6734-5p with sequence UUGAGGGGAGAAUGAGGUGGAGA. The protein sequence of the target gene is MQALVLLLWTGALLGHGSSQNVPSSSEGSPVPDSTGEPVEEEDPFFKVPVNKLAAAVSNFGYDLYRLRSSASPTGNVLLSPLSVATALSALSLGAEHRTESVIHRALYYDLITNPDIHSTYKELLASVTAPEKNLKSASRIVFERKLRVKSSFVAPLEKSYGTRPRILTGNPRVDLQEINNWVQAQMKGKIARSTREMPSALSILLLGVAYFKGQWVTKFDSRKTTLQDFHLDEDRTVRVPMMSDPKAILRYGLDSDLNCKIAQLPLTGSMSIIFFLPLTVTQNLTMIEESLTSEFIHDI.... Result: 0 (no interaction).